From a dataset of Forward reaction prediction with 1.9M reactions from USPTO patents (1976-2016). Predict the product of the given reaction. (1) Given the reactants [OH:1][C:2]1[CH:3]=[C:4]2[C:8](=[CH:9][CH:10]=1)[N:7]([CH:11]1[CH2:16][CH2:15][N:14]([C:17]([O:19][C:20]([CH3:23])([CH3:22])[CH3:21])=[O:18])[CH2:13][CH2:12]1)[N:6]=[CH:5]2.[H-].[Na+].Br[CH2:27][C:28]([O:30][CH2:31][CH3:32])=[O:29].O, predict the reaction product. The product is: [CH2:31]([O:30][C:28](=[O:29])[CH2:27][O:1][C:2]1[CH:3]=[C:4]2[C:8](=[CH:9][CH:10]=1)[N:7]([CH:11]1[CH2:16][CH2:15][N:14]([C:17]([O:19][C:20]([CH3:23])([CH3:22])[CH3:21])=[O:18])[CH2:13][CH2:12]1)[N:6]=[CH:5]2)[CH3:32]. (2) Given the reactants [C:1]([N:4]([CH2:32][CH:33]1[CH2:35][CH2:34]1)[C:5]1[CH:31]=[CH:30][C:8]([O:9][C:10]2[CH:11]=[C:12]([CH:21]=[C:22]([O:24][C@@H:25]([CH3:29])[CH2:26][O:27]C)[CH:23]=2)[C:13]([NH:15][C:16]2[CH:20]=[CH:19][NH:18][N:17]=2)=[O:14])=[CH:7][CH:6]=1)(=[O:3])[CH3:2].I[Si](C)(C)C.C(=O)([O-])O.[Na+], predict the reaction product. The product is: [C:1]([N:4]([CH2:32][CH:33]1[CH2:34][CH2:35]1)[C:5]1[CH:31]=[CH:30][C:8]([O:9][C:10]2[CH:11]=[C:12]([CH:21]=[C:22]([O:24][C@@H:25]([CH3:29])[CH2:26][OH:27])[CH:23]=2)[C:13]([NH:15][C:16]2[CH:20]=[CH:19][NH:18][N:17]=2)=[O:14])=[CH:7][CH:6]=1)(=[O:3])[CH3:2]. (3) Given the reactants CN(C(ON1N=NC2C=CC=NC1=2)=[N+](C)C)C.[F:18][P-](F)(F)(F)(F)F.[Cl:25][C:26]1[CH:34]=[CH:33][C:29]([C:30](O)=[O:31])=[C:28]([NH:35][S:36]([C:39]2[C:40]3[N:41]=[CH:42][CH:43]=[N:44][C:45]=3[CH:46]=[CH:47][CH:48]=2)(=[O:38])=[O:37])[CH:27]=1.[F:49][C:50]1[CH:60]=[CH:59][C:53]2[CH2:54][NH:55][CH2:56][CH2:57][O:58][C:52]=2[CH:51]=1, predict the reaction product. The product is: [Cl:25][C:26]1[CH:34]=[CH:33][C:29]([C:30]([N:55]2[CH2:54][C:53]3[C:59]([F:18])=[CH:60][C:50]([F:49])=[CH:51][C:52]=3[O:58][CH2:57][CH2:56]2)=[O:31])=[C:28]([NH:35][S:36]([C:39]2[C:40]3[N:41]=[CH:42][CH:43]=[N:44][C:45]=3[CH:46]=[CH:47][CH:48]=2)(=[O:38])=[O:37])[CH:27]=1. (4) Given the reactants [CH2:1]([O:19][CH:20]([CH2:25][O:26][CH2:27][CH2:28][CH2:29][CH2:30][CH2:31][CH2:32][CH2:33][CH2:34][CH:35]=[CH:36][CH2:37][CH2:38][CH2:39][CH2:40][CH2:41][CH2:42][CH2:43][CH3:44])[CH2:21][N:22]([CH3:24])[CH3:23])[CH2:2][CH2:3][CH2:4][CH2:5][CH2:6][CH2:7][CH2:8][CH:9]=[CH:10][CH2:11][CH2:12][CH2:13][CH2:14][CH2:15][CH2:16][CH2:17][CH3:18].[O:45]=[C:46]([CH2:57][CH2:58][C:59](=[O:65])[CH2:60][CH2:61][C:62](=[O:64])[CH3:63])[CH2:47][CH2:48][O:49][C:50](=[O:56])[CH2:51][CH2:52][CH2:53][CH2:54][Br:55], predict the reaction product. The product is: [Br-:55].[CH2:1]([O:19][CH:20]([CH2:25][O:26][CH2:27][CH2:28][CH2:29][CH2:30][CH2:31][CH2:32][CH2:33][CH2:34][CH:35]=[CH:36][CH2:37][CH2:38][CH2:39][CH2:40][CH2:41][CH2:42][CH2:43][CH3:44])[CH2:21][N+:22]([CH2:54][CH2:53][CH2:52][CH2:51][C:50]([O:49][CH2:48][CH2:47][C:46](=[O:45])[CH2:57][CH2:58][C:59](=[O:65])[CH2:60][CH2:61][C:62](=[O:64])[CH3:63])=[O:56])([CH3:24])[CH3:23])[CH2:2][CH2:3][CH2:4][CH2:5][CH2:6][CH2:7][CH2:8][CH:9]=[CH:10][CH2:11][CH2:12][CH2:13][CH2:14][CH2:15][CH2:16][CH2:17][CH3:18]. (5) Given the reactants Cl[C:2]1[C:11]2[C:6](=[CH:7][CH:8]=[CH:9][C:10]=2[CH3:12])[N:5]=[C:4]([CH3:13])[C:3]=1[C:14]([O:16][CH2:17][CH3:18])=[O:15].[CH3:19][O:20][C:21]1[CH:26]=[CH:25][C:24]([CH2:27][NH2:28])=[CH:23][CH:22]=1, predict the reaction product. The product is: [CH3:19][O:20][C:21]1[CH:26]=[CH:25][C:24]([CH2:27][NH:28][C:2]2[C:11]3[C:6](=[CH:7][CH:8]=[CH:9][C:10]=3[CH3:12])[N:5]=[C:4]([CH3:13])[C:3]=2[C:14]([O:16][CH2:17][CH3:18])=[O:15])=[CH:23][CH:22]=1.